This data is from Catalyst prediction with 721,799 reactions and 888 catalyst types from USPTO. The task is: Predict which catalyst facilitates the given reaction. Reactant: Cl[C:2]1[N:3]=[CH:4][C:5]2[N:10]=[N:9][N:8]([C:11]3[CH:16]=[CH:15][C:14]([I:17])=[CH:13][CH:12]=3)[C:6]=2[N:7]=1.Cl.[NH2:19][C@@H:20]1[CH2:24][CH2:23][C@@H:22]([C:25]([OH:27])=[O:26])[CH2:21]1.C(N(C(C)C)C(C)C)C.O. Product: [I:17][C:14]1[CH:15]=[CH:16][C:11]([N:8]2[C:6]3[N:7]=[C:2]([NH:19][C@@H:20]4[CH2:24][CH2:23][C@@H:22]([C:25]([OH:27])=[O:26])[CH2:21]4)[N:3]=[CH:4][C:5]=3[N:10]=[N:9]2)=[CH:12][CH:13]=1. The catalyst class is: 141.